From a dataset of Reaction yield outcomes from USPTO patents with 853,638 reactions. Predict the reaction yield, written as a fraction of the theoretical maximum amount of product (1.0 means a 100% yield; for example, 0.34 means a 34% yield). The reactants are P([O:13][CH2:14][CH2:15][N:16]([CH2:20][CH2:21][CH2:22][O:23][C:24]1[CH:33]=[C:32]2[C:27]([C:28]([NH:34][C:35]3[CH:39]=[C:38]([CH2:40][C:41]([NH:43][C:44]4[CH:49]=[CH:48][CH:47]=[C:46]([F:50])[CH:45]=4)=[O:42])[NH:37][N:36]=3)=[N:29][CH:30]=[N:31]2)=[CH:26][CH:25]=1)[CH2:17][CH2:18][CH3:19])(OC(C)(C)C)(OC(C)(C)C)=O.C(NCCO)CC. No catalyst specified. The product is [F:50][C:46]1[CH:45]=[C:44]([NH:43][C:41](=[O:42])[CH2:40][C:38]2[NH:37][N:36]=[C:35]([NH:34][C:28]3[C:27]4[C:32](=[CH:33][C:24]([O:23][CH2:22][CH2:21][CH2:20][N:16]([CH2:15][CH2:14][OH:13])[CH2:17][CH2:18][CH3:19])=[CH:25][CH:26]=4)[N:31]=[CH:30][N:29]=3)[CH:39]=2)[CH:49]=[CH:48][CH:47]=1. The yield is 0.320.